From a dataset of Catalyst prediction with 721,799 reactions and 888 catalyst types from USPTO. Predict which catalyst facilitates the given reaction. (1) Reactant: [F:1][C:2]1[C:3]2[CH:4]=[C:5]3[C:14]4[N:15]=[C:16]([C:19]5[C:20]([N:39]([CH2:44][C:45]6[CH:50]=[CH:49][C:48]([B:51]7[O:55]C(C)(C)C(C)(C)[O:52]7)=[CH:47][CH:46]=6)[S:40]([CH3:43])(=[O:42])=[O:41])=[CH:21][C:22]6[O:26][C:25]([C:27]7[CH:32]=[CH:31][C:30]([F:33])=[CH:29][CH:28]=7)=[C:24]([C:34]([NH:36][CH3:37])=[O:35])[C:23]=6[CH:38]=5)[CH:17]=[CH:18][C:13]=4[O:12][CH2:11][N:6]3[C:7]=2[CH:8]=[CH:9][CH:10]=1. Product: [F:1][C:2]1[C:3]2[CH:4]=[C:5]3[C:14]4[N:15]=[C:16]([C:19]5[C:20]([N:39]([CH2:44][C:45]6[CH:46]=[CH:47][C:48]([B:51]([OH:55])[OH:52])=[CH:49][CH:50]=6)[S:40]([CH3:43])(=[O:41])=[O:42])=[CH:21][C:22]6[O:26][C:25]([C:27]7[CH:32]=[CH:31][C:30]([F:33])=[CH:29][CH:28]=7)=[C:24]([C:34](=[O:35])[NH:36][CH3:37])[C:23]=6[CH:38]=5)[CH:17]=[CH:18][C:13]=4[O:12][CH2:11][N:6]3[C:7]=2[CH:8]=[CH:9][CH:10]=1. The catalyst class is: 20. (2) Reactant: [CH3:1][O:2][C:3]1[CH:4]=[C:5]2[C:10](=[CH:11][C:12]=1[O:13][CH3:14])[N:9]=[CH:8][N:7]=[C:6]2[O:15][C:16]1[CH:22]=[CH:21][C:19]([NH2:20])=[CH:18][CH:17]=1.Cl[C:24](Cl)([O:26][C:27](=[O:33])OC(Cl)(Cl)Cl)Cl.[CH:35]1(O)[CH2:40][CH2:39]C[CH2:37][CH2:36]1.C(=O)(O)[O-].[Na+]. Product: [CH3:1][O:2][C:3]1[CH:4]=[C:5]2[C:10](=[CH:11][C:12]=1[O:13][CH3:14])[N:9]=[CH:8][N:7]=[C:6]2[O:15][C:16]1[CH:22]=[CH:21][C:19]([NH:20][C:27](=[O:33])[O:26][CH:24]2[CH2:39][CH2:40][CH2:35][CH2:36][CH2:37]2)=[CH:18][CH:17]=1. The catalyst class is: 208. (3) Reactant: C([O:8][C:9]1[CH:14]=[C:13]([O:15]CC2C=CC=CC=2)[C:12](Br)=[CH:11][C:10]=1[C:24]1[N:28]([CH2:29][CH2:30][CH2:31][O:32][CH3:33])[N:27]=[N:26][N:25]=1)C1C=CC=CC=1.[F:34][C:35]([F:47])([F:46])[O:36][C:37]1[CH:42]=[CH:41][C:40](B(O)O)=[CH:39][CH:38]=1.C1(C)C=CC=CC=1.C([O-])(O)=O.[Na+]. Product: [CH3:33][O:32][CH2:31][CH2:30][CH2:29][N:28]1[C:24]([C:10]2[CH:11]=[C:12]([C:40]3[CH:39]=[CH:38][C:37]([O:36][C:35]([F:34])([F:46])[F:47])=[CH:42][CH:41]=3)[C:13]([OH:15])=[CH:14][C:9]=2[OH:8])=[N:25][N:26]=[N:27]1. The catalyst class is: 8.